Dataset: Reaction yield outcomes from USPTO patents with 853,638 reactions. Task: Predict the reaction yield, written as a fraction of the theoretical maximum amount of product (1.0 means a 100% yield; for example, 0.34 means a 34% yield). (1) The reactants are C1C(=O)N([Br:8])C(=O)C1.[CH3:9][N:10]1[CH2:15][CH2:14][N:13]([C:16]2[CH:21]=[CH:20][C:19]([C:22]3[C:26]4[CH2:27][C:28]5[S:29][CH:30]=[CH:31][C:32]=5[C:25]=4[N:24]([CH2:33][O:34][CH2:35][CH2:36][Si:37]([CH3:40])([CH3:39])[CH3:38])[N:23]=3)=[CH:18][CH:17]=2)[CH2:12][CH2:11]1. The catalyst is C(Cl)Cl. The product is [Br:8][C:30]1[S:29][C:28]2[CH2:27][C:26]3[C:22]([C:19]4[CH:20]=[CH:21][C:16]([N:13]5[CH2:14][CH2:15][N:10]([CH3:9])[CH2:11][CH2:12]5)=[CH:17][CH:18]=4)=[N:23][N:24]([CH2:33][O:34][CH2:35][CH2:36][Si:37]([CH3:39])([CH3:38])[CH3:40])[C:25]=3[C:32]=2[CH:31]=1. The yield is 0.800. (2) The reactants are C(N1C=CN=C1)(N1C=CN=C1)=O.[NH2:13][C:14]1[CH:19]=[C:18]([C:20]2[CH:25]=[CH:24][C:23]([Cl:26])=[C:22]([O:27][CH3:28])[C:21]=2[F:29])[N:17]=[C:16]([C:30]([OH:32])=O)[C:15]=1[Cl:33].[O:34]1[CH2:39][CH2:38][CH2:37][CH2:36][CH:35]1[O:40][NH2:41]. The catalyst is C1COCC1. The product is [NH2:13][C:14]1[CH:19]=[C:18]([C:20]2[CH:25]=[CH:24][C:23]([Cl:26])=[C:22]([O:27][CH3:28])[C:21]=2[F:29])[N:17]=[C:16]([C:30]([NH:41][O:40][CH:35]2[CH2:36][CH2:37][CH2:38][CH2:39][O:34]2)=[O:32])[C:15]=1[Cl:33]. The yield is 0.690. (3) The reactants are Br[C:2]1[CH:10]=[C:9]2[C:5]([CH:6]=[CH:7][NH:8]2)=[CH:4][CH:3]=1.[I-].[Na+].CNCCNC.CC1C=CC2C=CC3C=CC(C)=NC=3C=2N=1.C[O:36][C:37](=[O:45])[C:38]1[CH:43]=[CH:42][C:41]([SH:44])=[CH:40][CH:39]=1.CC(C)([O-])C.[Na+]. The catalyst is O1CCOCC1.[OH-].[Li+].[Cu]I.O. The product is [NH:8]1[C:9]2[C:5](=[CH:4][CH:3]=[C:2]([S:44][C:41]3[CH:42]=[CH:43][C:38]([C:37]([OH:45])=[O:36])=[CH:39][CH:40]=3)[CH:10]=2)[CH:6]=[CH:7]1. The yield is 0.130. (4) The reactants are [C:1]1([CH3:11])[CH:6]=[CH:5][C:4]([CH2:7][C:8]([OH:10])=O)=[CH:3][CH:2]=1.C1N=CN(C(N2C=NC=C2)=O)C=1.Cl.[NH2:25][CH:26]1[CH2:31][CH2:30][N:29]([C:32]([C:34]2[CH:39]=[CH:38][N:37]=[CH:36][C:35]=2[NH:40][C:41]2[CH:46]=[CH:45][C:44]([I:47])=[CH:43][C:42]=2[F:48])=[O:33])[CH2:28][CH2:27]1.O. The catalyst is CS(C)=O. The product is [F:48][C:42]1[CH:43]=[C:44]([I:47])[CH:45]=[CH:46][C:41]=1[NH:40][C:35]1[CH:36]=[N:37][CH:38]=[CH:39][C:34]=1[C:32]([N:29]1[CH2:30][CH2:31][CH:26]([NH:25][C:8](=[O:10])[CH2:7][C:4]2[CH:3]=[CH:2][C:1]([CH3:11])=[CH:6][CH:5]=2)[CH2:27][CH2:28]1)=[O:33]. The yield is 0.660.